This data is from Retrosynthesis with 50K atom-mapped reactions and 10 reaction types from USPTO. The task is: Predict the reactants needed to synthesize the given product. Given the product Cc1ccc(S(=O)(=O)OCC2Cc3cc(F)cc(-c4ccccc4F)c3O2)cc1, predict the reactants needed to synthesize it. The reactants are: Cc1ccc(S(=O)(=O)OCC2Cc3cc(F)cc(Br)c3O2)cc1.OB(O)c1ccccc1F.